From a dataset of Forward reaction prediction with 1.9M reactions from USPTO patents (1976-2016). Predict the product of the given reaction. (1) Given the reactants C[N:2]1[CH:7]=[C:6]([N+]([O-])=O)[CH:5]=[C:4]([N+:11]([O-:13])=[O:12])[C:3]1=O.[C:15]1(=O)[CH2:21][CH2:20]CC[CH2:17][CH2:16]1.N, predict the reaction product. The product is: [N+:11]([C:4]1[CH:5]=[C:6]2[CH2:20][CH2:21][CH2:15][CH2:16][CH2:17][C:7]2=[N:2][CH:3]=1)([O-:13])=[O:12]. (2) The product is: [CH3:1][C:2]1[N:7]2[C:8]([C:29]3[CH:34]=[CH:33][CH:32]=[CH:31][CH:30]=3)=[C:9]([C:11]3[CH:16]=[CH:15][C:14]([C:17]4([NH2:21])[CH2:20][CH2:19][CH2:18]4)=[CH:13][CH:12]=3)[N:10]=[C:6]2[CH:5]=[CH:4][CH:3]=1. Given the reactants [CH3:1][C:2]1[N:7]2[C:8]([C:29]3[CH:34]=[CH:33][CH:32]=[CH:31][CH:30]=3)=[C:9]([C:11]3[CH:16]=[CH:15][C:14]([C:17]4([NH:21]C(=O)OC(C)(C)C)[CH2:20][CH2:19][CH2:18]4)=[CH:13][CH:12]=3)[N:10]=[C:6]2[CH:5]=[CH:4][CH:3]=1.Cl.[OH-].[Na+], predict the reaction product. (3) Given the reactants [NH:1]1[C:5]2=[N:6][CH:7]=[CH:8][CH:9]=[C:4]2[CH:3]=[CH:2]1.C([Mg]Br)(C)(C)C.[Cl:16][C:17]1[CH:28]=[CH:27][C:26]([S:29]([N:32]2[CH2:37][CH2:36][CH2:35][CH2:34][CH2:33]2)(=[O:31])=[O:30])=[CH:25][C:18]=1[CH2:19][O:20][CH2:21][C:22](Cl)=[O:23].OCl, predict the reaction product. The product is: [Cl:16][C:17]1[CH:28]=[CH:27][C:26]([S:29]([N:32]2[CH2:37][CH2:36][CH2:35][CH2:34][CH2:33]2)(=[O:30])=[O:31])=[CH:25][C:18]=1[CH2:19][O:20][CH2:21][C:22]([C:3]1[C:4]2[C:5](=[N:6][CH:7]=[CH:8][CH:9]=2)[NH:1][CH:2]=1)=[O:23]. (4) Given the reactants [H-].[Na+].CS(C)=O.[I-].[CH3:8][S+](C)(C)=O.[Cl:13][C:14]1[C:19]([Cl:20])=[CH:18][CH:17]=[CH:16][C:15]=1[CH2:21][CH2:22][O:23][CH2:24][CH2:25][N:26]1[CH2:31][CH2:30][C:29](=[O:32])[CH2:28][CH2:27]1, predict the reaction product. The product is: [Cl:13][C:14]1[C:19]([Cl:20])=[CH:18][CH:17]=[CH:16][C:15]=1[CH2:21][CH2:22][O:23][CH2:24][CH2:25][N:26]1[CH2:27][CH2:28][C:29]2([O:32][CH2:8]2)[CH2:30][CH2:31]1. (5) Given the reactants [F:1][C:2]1[S:6][C:5]([NH:7][C:8]([C:10]2[CH:14]=[C:13]([CH:15]3[CH2:19][CH2:18][CH2:17][NH:16]3)[S:12][C:11]=2[CH3:20])=[O:9])=[N:4][CH:3]=1.C(C1C(C(C)(C)C)=NC=CC=1)(C)(C)C.[Cl:35][CH2:36][C:37](Cl)=[O:38].O, predict the reaction product. The product is: [F:1][C:2]1[S:6][C:5]([NH:7][C:8]([C:10]2[CH:14]=[C:13]([CH:15]3[CH2:19][CH2:18][CH2:17][N:16]3[C:37](=[O:38])[CH2:36][Cl:35])[S:12][C:11]=2[CH3:20])=[O:9])=[N:4][CH:3]=1. (6) Given the reactants C([Si](C)(C)[O:6][C:7]1[CH:8]=[C:9]([C:15]2[O:16][C:17]3[CH:23]=[CH:22][CH:21]=[CH:20][C:18]=3[N:19]=2)[CH:10]=[CH:11][C:12]=1[CH2:13]Br)(C)(C)C.[C-:26]#[N:27].[Na+], predict the reaction product. The product is: [O:16]1[C:17]2[CH:23]=[CH:22][CH:21]=[CH:20][C:18]=2[N:19]=[C:15]1[C:9]1[CH:10]=[CH:11][C:12]([CH2:13][C:26]#[N:27])=[C:7]([OH:6])[CH:8]=1. (7) The product is: [CH3:1][C:2]1([CH3:32])[CH2:7][CH2:6][C:5]([C:8]2[CH:13]=[C:12]([C:14]3([CH:20]=[O:21])[CH2:19][CH2:18][O:17][CH2:16][CH2:15]3)[CH:11]=[CH:10][C:9]=2[NH:22][C:23]([C:25]2[NH:26][CH:27]=[C:28]([C:30]#[N:31])[N:29]=2)=[O:24])=[CH:4][CH2:3]1. Given the reactants [CH3:1][C:2]1([CH3:32])[CH2:7][CH2:6][C:5]([C:8]2[CH:13]=[C:12]([C:14]3([CH2:20][OH:21])[CH2:19][CH2:18][O:17][CH2:16][CH2:15]3)[CH:11]=[CH:10][C:9]=2[NH:22][C:23]([C:25]2[NH:26][CH:27]=[C:28]([C:30]#[N:31])[N:29]=2)=[O:24])=[CH:4][CH2:3]1.CC(OI1(OC(C)=O)(OC(C)=O)OC(=O)C2C=CC=CC1=2)=O, predict the reaction product.